This data is from TCR-epitope binding with 47,182 pairs between 192 epitopes and 23,139 TCRs. The task is: Binary Classification. Given a T-cell receptor sequence (or CDR3 region) and an epitope sequence, predict whether binding occurs between them. (1) The epitope is NLWNTFTRL. The TCR CDR3 sequence is CASSAGLAGADEQFF. Result: 0 (the TCR does not bind to the epitope). (2) The epitope is YIFFASFYY. The TCR CDR3 sequence is CASSPQGGTYNEQFF. Result: 1 (the TCR binds to the epitope). (3) The epitope is PROT_97E67BCC. The TCR CDR3 sequence is CASSHKASGGDKQYF. Result: 1 (the TCR binds to the epitope). (4) The epitope is RQLLFVVEV. The TCR CDR3 sequence is CASSPRQGQLEQYF. Result: 0 (the TCR does not bind to the epitope).